Dataset: Full USPTO retrosynthesis dataset with 1.9M reactions from patents (1976-2016). Task: Predict the reactants needed to synthesize the given product. (1) Given the product [F:18][C:12]1[C:13]([F:17])=[CH:14][CH:15]=[CH:16][C:11]=1[NH:10][C:8](=[O:9])[CH2:7][N:5]1[CH:6]=[C:2]([N:74]=[C:61]([C:62]2[CH:67]=[CH:66][CH:65]=[CH:64][CH:63]=2)[C:68]2[CH:73]=[CH:72][CH:71]=[CH:70][CH:69]=2)[CH:3]=[N:4]1, predict the reactants needed to synthesize it. The reactants are: Br[C:2]1[CH:3]=[N:4][N:5]([CH2:7][C:8]([NH:10][C:11]2[CH:16]=[CH:15][CH:14]=[C:13]([F:17])[C:12]=2[F:18])=[O:9])[CH:6]=1.CC1(C)C2C=CC=C(P(C3C=CC=CC=3)C3C=CC=CC=3)C=2OC2C1=CC=CC=2P(C1C=CC=CC=1)C1C=CC=CC=1.[C:61](=[NH:74])([C:68]1[CH:73]=[CH:72][CH:71]=[CH:70][CH:69]=1)[C:62]1[CH:67]=[CH:66][CH:65]=[CH:64][CH:63]=1.CC(C)([O-])C.[Na+]. (2) The reactants are: [CH3:1][C@:2]12[C@@:19]3([CH3:20])[C@@H:10]([C@:11]4([CH3:33])[C@@H:16]([CH2:17][CH2:18]3)[C:15]([CH3:22])([CH3:21])[C:14]([C:23]3[CH:32]=[CH:31][C:26]([C:27]([O:29]C)=[O:28])=[CH:25][CH:24]=3)=[CH:13][CH2:12]4)[CH2:9][CH2:8][C@@H:7]1[C@H:6]1[C@H:34]([C:37]([CH3:39])=[CH2:38])[CH2:35][CH2:36][C@:5]1([NH:40][CH2:41][CH2:42][N:43]1[CH2:48]CNC[CH2:44]1)[CH2:4][CH2:3]2.[CH2:49]([N:51](C(C)C)[CH:52](C)C)C.[CH3:58][N:59]([CH3:65])[C:60](=[O:64])[C:61]([OH:63])=O. Given the product [CH3:49][N:51]([CH3:52])[C:61](=[O:63])[C:60]([N:59]1[CH2:65][CH2:48][N:43]([CH2:42][CH2:41][NH:40][C@:5]23[CH2:36][CH2:35][C@@H:34]([C:37]([CH3:39])=[CH2:38])[C@@H:6]2[C@@H:7]2[C@@:2]([CH3:1])([CH2:3][CH2:4]3)[C@@:19]3([CH3:20])[C@@H:10]([C@:11]4([CH3:33])[C@@H:16]([CH2:17][CH2:18]3)[C:15]([CH3:22])([CH3:21])[C:14]([C:23]3[CH:24]=[CH:25][C:26]([C:27]([OH:29])=[O:28])=[CH:31][CH:32]=3)=[CH:13][CH2:12]4)[CH2:9][CH2:8]2)[CH2:44][CH2:58]1)=[O:64], predict the reactants needed to synthesize it. (3) Given the product [CH2:1]([O:5][C:6]1[CH:7]=[CH:8][C:9]([C:10]([C:12]2[CH:13]=[CH:14][CH:15]=[CH:16][CH:17]=2)=[O:11])=[CH:18][CH:19]=1)[CH:2]=[CH2:3], predict the reactants needed to synthesize it. The reactants are: [CH2:1](Br)[CH:2]=[CH2:3].[OH:5][C:6]1[CH:19]=[CH:18][C:9]([C:10]([C:12]2[CH:17]=[CH:16][CH:15]=[CH:14][CH:13]=2)=[O:11])=[CH:8][CH:7]=1.C(=O)([O-])[O-].[K+].[K+].